From a dataset of Full USPTO retrosynthesis dataset with 1.9M reactions from patents (1976-2016). Predict the reactants needed to synthesize the given product. Given the product [F:1][C:2]1[CH:3]=[C:4]([N:8]2[C:12]([CH2:13][C:19]#[N:21])=[N:11][CH:10]=[N:9]2)[CH:5]=[CH:6][CH:7]=1, predict the reactants needed to synthesize it. The reactants are: [F:1][C:2]1[CH:3]=[C:4]([N:8]2[C:12]([CH2:13]O)=[N:11][CH:10]=[N:9]2)[CH:5]=[CH:6][CH:7]=1.S(Cl)(Cl)=O.[C:19](#[N:21])C.C(N(CC)CC)C.